Dataset: Forward reaction prediction with 1.9M reactions from USPTO patents (1976-2016). Task: Predict the product of the given reaction. (1) Given the reactants [C:1]([NH:8][C@H:9]([C:11]([OH:13])=O)[CH3:10])([O:3][C:4]([CH3:7])([CH3:6])[CH3:5])=[O:2].Cl.C(N=C=NCCCN(C)C)C.O.ON1C2C=CC=CC=2N=N1.C(N(CC)C(C)C)(C)C.[NH2:46][C:47]1[CH:48]=[C:49]([NH:53][C:54]([C:56]2[C:57]([NH:71][CH2:72][CH2:73][CH3:74])=[N:58][C:59]([NH:62][CH2:63][CH2:64][C:65]3[CH:70]=[CH:69][N:68]=[CH:67][CH:66]=3)=[N:60][CH:61]=2)=[O:55])[CH:50]=[CH:51][CH:52]=1.C(=O)([O-])O.[Na+], predict the reaction product. The product is: [O:13]=[C:11]([NH:46][C:47]1[CH:52]=[CH:51][CH:50]=[C:49]([NH:53][C:54]([C:56]2[C:57]([NH:71][CH2:72][CH2:73][CH3:74])=[N:58][C:59]([NH:62][CH2:63][CH2:64][C:65]3[CH:66]=[CH:67][N:68]=[CH:69][CH:70]=3)=[N:60][CH:61]=2)=[O:55])[CH:48]=1)[C@@H:9]([NH:8][C:1](=[O:2])[O:3][C:4]([CH3:5])([CH3:6])[CH3:7])[CH3:10]. (2) Given the reactants [Cl:1][C:2]1[CH:7]=[CH:6][C:5]([C:8]2([C:12]3[C:21]4[C:16](=[CH:17][CH:18]=[C:19]([OH:22])[CH:20]=4)[CH2:15][CH2:14][N:13]=3)[CH2:11][CH2:10][CH2:9]2)=[CH:4][CH:3]=1.[H-].[Na+].[CH2:25]1[CH2:31][S:28](=[O:30])(=[O:29])[O:27][CH2:26]1, predict the reaction product. The product is: [Cl:1][C:2]1[CH:3]=[CH:4][C:5]([C:8]2([C:12]3[C:21]4[C:16](=[CH:17][CH:18]=[C:19]([O:22][CH2:26][CH2:25][CH2:31][S:28]([OH:30])(=[O:29])=[O:27])[CH:20]=4)[CH2:15][CH2:14][N:13]=3)[CH2:11][CH2:10][CH2:9]2)=[CH:6][CH:7]=1.